This data is from Forward reaction prediction with 1.9M reactions from USPTO patents (1976-2016). The task is: Predict the product of the given reaction. Given the reactants C(N(CC)CC)C.[CH3:8][O:9][C:10]1[CH:11]=[C:12]2[C:17](=[CH:18][CH:19]=1)[CH:16]=[C:15]([C:20](=[O:23])[CH2:21][NH3+:22])[CH:14]=[CH:13]2.[Cl-].[CH3:25][N:26]1[C:34]2[C:29](=[CH:30][CH:31]=[CH:32][CH:33]=2)[C:28]([C:35](Cl)=[O:36])=[CH:27]1, predict the reaction product. The product is: [CH3:25][N:26]1[C:34]2[C:29](=[CH:30][CH:31]=[CH:32][CH:33]=2)[C:28]([C:35]([NH:22][CH2:21][C:20]([C:15]2[CH:14]=[CH:13][C:12]3[C:17](=[CH:18][CH:19]=[C:10]([O:9][CH3:8])[CH:11]=3)[CH:16]=2)=[O:23])=[O:36])=[CH:27]1.